This data is from Full USPTO retrosynthesis dataset with 1.9M reactions from patents (1976-2016). The task is: Predict the reactants needed to synthesize the given product. Given the product [Br:1][C:2]1[CH:3]=[CH:4][C:5]([CH2:8][C:9]2[N:36]([CH3:12])[C:35]3[CH:34]=[CH:33][C:21]([O:22][C:23]4[CH:28]=[CH:27][N:26]=[C:25]([C:29]([NH:31][CH3:32])=[O:30])[CH:24]=4)=[CH:20][C:19]=3[N:18]=2)=[CH:6][CH:7]=1, predict the reactants needed to synthesize it. The reactants are: [Br:1][C:2]1[CH:7]=[CH:6][C:5]([CH2:8][C:9](O)=O)=[CH:4][CH:3]=1.[C:12](Cl)(=O)C(Cl)=O.[NH2:18][C:19]1[CH:20]=[C:21]([CH:33]=[CH:34][C:35]=1[NH2:36])[O:22][C:23]1[CH:28]=[CH:27][N:26]=[C:25]([C:29]([NH:31][CH3:32])=[O:30])[CH:24]=1.C(N(CC)CC)C.